From a dataset of Catalyst prediction with 721,799 reactions and 888 catalyst types from USPTO. Predict which catalyst facilitates the given reaction. (1) Reactant: [C:1](Cl)(=[O:4])[CH:2]=[CH2:3].[C:6]([O:10][C:11](=[O:24])[NH:12][C@@H:13]1[CH2:18][CH2:17][CH2:16][CH2:15][C@H:14]1[NH:19][CH2:20][CH2:21][CH:22]=[CH2:23])([CH3:9])([CH3:8])[CH3:7].C(N(CC)CC)C. Product: [C:6]([O:10][C:11](=[O:24])[NH:12][C@@H:13]1[CH2:18][CH2:17][CH2:16][CH2:15][C@H:14]1[N:19]([C:1](=[O:4])[CH:2]=[CH2:3])[CH2:20][CH2:21][CH:22]=[CH2:23])([CH3:9])([CH3:8])[CH3:7]. The catalyst class is: 4. (2) Reactant: C[O-].[Na+].[Cl:4][C:5]1[CH:6]=[C:7]([CH:24]=[C:25]([Cl:27])[CH:26]=1)[O:8][CH:9]([CH2:22][CH3:23])[C:10]([NH:12][C:13]([CH3:21])([CH3:20])[C:14]#[C:15][CH2:16][CH2:17][CH2:18]Cl)=[O:11].[I-].[Na+].CCCCCC.[C:36](OCC)(=[O:38])C. Product: [Cl:4][C:5]1[CH:6]=[C:7]([CH:24]=[C:25]([Cl:27])[CH:26]=1)[O:8][CH:9]([CH2:22][CH3:23])[C:10]([NH:12][C:13]([CH3:21])([CH3:20])[C:14]#[C:15][CH2:16][CH2:17][CH2:18][O:38][CH3:36])=[O:11]. The catalyst class is: 24. (3) Reactant: Br[C:2]1[C:3]([CH2:19][CH:20]([CH3:22])[CH3:21])=[C:4]([C:15]([O:17][CH3:18])=[O:16])[C:5]([CH:12]([F:14])[F:13])=[N:6][C:7]=1[C:8]([F:11])([F:10])[F:9].[S-2:23].[Li+].[Li+]. Product: [F:13][CH:12]([F:14])[C:5]1[C:4]([C:15]([O:17][CH3:18])=[O:16])=[C:3]([CH2:19][CH:20]([CH3:22])[CH3:21])[C:2]([SH:23])=[C:7]([C:8]([F:11])([F:10])[F:9])[N:6]=1. The catalyst class is: 517.